Predict the reactants needed to synthesize the given product. From a dataset of Full USPTO retrosynthesis dataset with 1.9M reactions from patents (1976-2016). (1) Given the product [F:28][C:29]1[CH:36]=[CH:35][CH:34]=[CH:33][C:30]=1[CH2:31][C:13]1([C:17]([O:19][CH3:20])=[O:18])[CH2:14][CH2:15][CH2:16][N:11]([C:21]([O:23][C:24]([CH3:27])([CH3:26])[CH3:25])=[O:22])[CH2:12]1, predict the reactants needed to synthesize it. The reactants are: C[Si]([N-][Si](C)(C)C)(C)C.[Li+].[N:11]1([C:21]([O:23][C:24]([CH3:27])([CH3:26])[CH3:25])=[O:22])[CH2:16][CH2:15][CH2:14][CH:13]([C:17]([O:19][CH3:20])=[O:18])[CH2:12]1.[F:28][C:29]1[CH:36]=[CH:35][CH:34]=[CH:33][C:30]=1[CH2:31]Br. (2) Given the product [C:6]([C:7]1[N:15]=[C:14]2[C:10]([N:11]([CH2:25][O:26][CH2:27][CH2:28][Si:29]([CH3:32])([CH3:31])[CH3:30])[C:12](=[O:24])[N:13]2[C@@H:16]([C:18]2[CH:19]=[CH:20][CH:21]=[CH:22][CH:23]=2)[CH3:17])=[CH:9][N:8]=1)#[CH:5], predict the reactants needed to synthesize it. The reactants are: [H-].[Na+].OC(C)(C)[C:5]#[C:6][C:7]1[N:15]=[C:14]2[C:10]([N:11]([CH2:25][O:26][CH2:27][CH2:28][Si:29]([CH3:32])([CH3:31])[CH3:30])[C:12](=[O:24])[N:13]2[C@@H:16]([C:18]2[CH:23]=[CH:22][CH:21]=[CH:20][CH:19]=2)[CH3:17])=[CH:9][N:8]=1. (3) Given the product [Cl:1][C:2]1[CH:3]=[C:4]([C:9]2[CH:14]=[CH:13][C:12]([CH2:15][NH:16][C:24]([CH:23]([CH2:27][CH:28]([CH3:29])[CH3:30])[CH2:22][C:20]([O:19][CH2:17][CH3:18])=[O:21])=[O:25])=[CH:11][CH:10]=2)[CH:5]=[CH:6][C:7]=1[Cl:8], predict the reactants needed to synthesize it. The reactants are: [Cl:1][C:2]1[CH:3]=[C:4]([C:9]2[CH:14]=[CH:13][C:12]([CH2:15][NH2:16])=[CH:11][CH:10]=2)[CH:5]=[CH:6][C:7]=1[Cl:8].[CH2:17]([O:19][C:20]([CH2:22][CH:23]([CH2:27][CH:28]([CH3:30])[CH3:29])[C:24](O)=[O:25])=[O:21])[CH3:18].C1C=CC2N(O)N=NC=2C=1.CN1CCOCC1.C(Cl)CCl.